Dataset: Forward reaction prediction with 1.9M reactions from USPTO patents (1976-2016). Task: Predict the product of the given reaction. (1) The product is: [CH3:1][C:2]1[N:3]=[C:4]([N:10]2[CH:14]=[C:13]([CH2:15][CH2:16][C:17]3[CH:18]=[CH:23][CH:22]=[CH:21][CH:20]=3)[N:12]=[N:11]2)[S:5][C:6]=1[C:7]([NH:54][CH2:53][C:49]1[CH:48]=[N:47][CH:52]=[CH:51][CH:50]=1)=[O:9]. Given the reactants [CH3:1][C:2]1[N:3]=[C:4]([N:10]2[CH:14]=[C:13]([CH2:15][CH2:16][CH2:17][C:18]3[CH:23]=[CH:22][CH:21]=[CH:20]C=3)[N:12]=[N:11]2)[S:5][C:6]=1[C:7]([OH:9])=O.CC1N=C(N2C=C(CC(C3C=CC=CC=3)C)N=N2)SC=1C(O)=O.[N:47]1[CH:52]=[CH:51][CH:50]=[C:49]([CH2:53][NH2:54])[CH:48]=1, predict the reaction product. (2) The product is: [CH3:25][C@H:24]1[C@@H:23]([C:26]2[CH:31]=[CH:30][CH:29]=[CH:28][CH:27]=2)[O:22][C:21](=[O:32])[N:20]1[CH2:19][C:4]1[CH:3]=[C:2]([C:37]2[CH:36]=[N:35][N:34]([CH3:33])[CH:38]=2)[CH:18]=[CH:17][C:5]=1[O:6][C:7]1[CH:8]=[C:9]([CH2:13][C:14]([OH:16])=[O:15])[CH:10]=[CH:11][CH:12]=1. Given the reactants Br[C:2]1[CH:18]=[CH:17][C:5]([O:6][C:7]2[CH:8]=[C:9]([CH2:13][C:14]([OH:16])=[O:15])[CH:10]=[CH:11][CH:12]=2)=[C:4]([CH2:19][N:20]2[C@@H:24]([CH3:25])[C@@H:23]([C:26]3[CH:31]=[CH:30][CH:29]=[CH:28][CH:27]=3)[O:22][C:21]2=[O:32])[CH:3]=1.[CH3:33][N:34]1[CH:38]=[C:37](B2OC(C)(C)C(C)(C)O2)[CH:36]=[N:35]1, predict the reaction product.